From a dataset of Catalyst prediction with 721,799 reactions and 888 catalyst types from USPTO. Predict which catalyst facilitates the given reaction. (1) Reactant: [Cl:1][C:2]1[CH:3]=[C:4]([C:9]2([C:30]([F:33])([F:32])[F:31])[O:13][N:12]=[C:11]([C:14]3[CH:28]=[CH:27][C:17]([C:18]([NH:20][C:21]4[CH:22]=[N:23][CH:24]=[N:25][CH:26]=4)=[O:19])=[C:16]([CH3:29])[CH:15]=3)[CH2:10]2)[CH:5]=[C:6]([Cl:8])[CH:7]=1.C(N(CC)CC)C.Cl[C:42]([O:44][CH3:45])=[O:43]. Product: [Cl:8][C:6]1[CH:5]=[C:4]([C:9]2([C:30]([F:31])([F:33])[F:32])[O:13][N:12]=[C:11]([C:14]3[CH:28]=[CH:27][C:17]([C:18]([N:20]([C:21]4[CH:26]=[N:25][CH:24]=[N:23][CH:22]=4)[C:42](=[O:43])[O:44][CH3:45])=[O:19])=[C:16]([CH3:29])[CH:15]=3)[CH2:10]2)[CH:3]=[C:2]([Cl:1])[CH:7]=1. The catalyst class is: 367. (2) Reactant: [C:1]([C:9]1[CH:17]=[CH:16][C:12]([C:13]([OH:15])=O)=[CH:11][CH:10]=1)(=[O:8])[C:2]1[CH:7]=[CH:6][CH:5]=[CH:4][CH:3]=1.[CH3:18][O:19][C:20]1[CH:29]=[CH:28][C:27]([N:30]2[CH2:35][CH2:34][N:33]([CH3:36])[CH2:32][CH2:31]2)=[C:26]2[C:21]=1[CH2:22][CH2:23][NH:24][CH2:25]2.C(N(CC)CC)C.CN(C(ON1N=NC2C=CC=NC1=2)=[N+](C)C)C.F[P-](F)(F)(F)(F)F.C(=O)([O-])[O-].[K+].[K+]. Product: [C:1]([C:9]1[CH:10]=[CH:11][C:12]([C:13]([N:24]2[CH2:23][CH2:22][C:21]3[C:26](=[C:27]([N:30]4[CH2:35][CH2:34][N:33]([CH3:36])[CH2:32][CH2:31]4)[CH:28]=[CH:29][C:20]=3[O:19][CH3:18])[CH2:25]2)=[O:15])=[CH:16][CH:17]=1)(=[O:8])[C:2]1[CH:3]=[CH:4][CH:5]=[CH:6][CH:7]=1. The catalyst class is: 4. (3) The catalyst class is: 2. Product: [N:42]1[CH:41]=[CH:40][CH:39]=[CH:44][C:43]=1[S:45][C:17](=[O:19])[CH2:16][CH2:15][C:12]1[CH:11]=[CH:10][C:9]([O:8][CH2:1][C:2]2[CH:3]=[CH:4][CH:5]=[CH:6][CH:7]=2)=[CH:14][CH:13]=1. Reactant: [CH2:1]([O:8][C:9]1[CH:14]=[CH:13][C:12]([CH2:15][CH2:16][C:17]([OH:19])=O)=[CH:11][CH:10]=1)[C:2]1[CH:7]=[CH:6][CH:5]=[CH:4][CH:3]=1.C1(P(C2C=CC=CC=2)C2C=CC=CC=2)C=CC=CC=1.[CH:39]1[CH:44]=[C:43]([S:45][S:45][C:43]2[N:42]=[CH:41][CH:40]=[CH:39][CH:44]=2)[N:42]=[CH:41][CH:40]=1. (4) Reactant: C(OCC)(=O)C.[ClH:7].[F:8][C:9]([F:25])([O:15][C:16]1[CH:21]=[CH:20][C:19]([N+:22]([O-])=O)=[CH:18][CH:17]=1)[C:10]([O:12][CH2:13][CH3:14])=[O:11]. Product: [ClH:7].[NH2:22][C:19]1[CH:20]=[CH:21][C:16]([O:15][C:9]([F:8])([F:25])[C:10]([O:12][CH2:13][CH3:14])=[O:11])=[CH:17][CH:18]=1. The catalyst class is: 178. (5) Reactant: [N:1]([CH2:4][CH2:5][NH:6][C:7](=[O:21])[CH2:8][CH2:9][CH2:10][CH2:11][CH2:12][CH2:13][CH2:14][CH2:15][CH2:16][CH2:17][CH2:18][CH2:19][CH3:20])=[N+:2]=[N-:3].N([CH2:25][CH2:26]N)=[N+]=[N-].C(N(CC)CC)C. Product: [N:1]([CH2:4][CH2:5][NH:6][C:7](=[O:21])[CH2:8][CH2:9][CH2:10][CH2:11][CH2:12][CH2:13][CH2:14][CH2:15][CH2:16][CH2:17][CH2:18][CH2:19][CH2:20][CH2:25][CH3:26])=[N+:2]=[N-:3]. The catalyst class is: 4.